Predict the reaction yield, written as a fraction of the theoretical maximum amount of product (1.0 means a 100% yield; for example, 0.34 means a 34% yield). From a dataset of Reaction yield outcomes from USPTO patents with 853,638 reactions. The reactants are [Cl:1][C:2]1[C:3]([CH3:13])=[C:4]([I:12])[C:5]([OH:11])=[C:6]([C:8](=[O:10])[CH3:9])[CH:7]=1.I[CH2:15][CH3:16].C(=O)([O-])[O-].[K+].[K+]. The catalyst is CN(C)C=O.CCOCC. The product is [Cl:1][C:2]1[C:3]([CH3:13])=[C:4]([I:12])[C:5]([O:11][CH2:15][CH3:16])=[C:6]([C:8](=[O:10])[CH3:9])[CH:7]=1. The yield is 0.917.